Dataset: Forward reaction prediction with 1.9M reactions from USPTO patents (1976-2016). Task: Predict the product of the given reaction. (1) Given the reactants [Br:1][C:2]1[CH:3]=[C:4]2[C:8](=[CH:9][CH:10]=1)[C:7](=[O:11])[NH:6][CH2:5]2.Br[CH2:13][C:14]1[CH:19]=[CH:18][C:17]([CH3:20])=[CH:16][CH:15]=1.C(=O)([O-])[O-].[Cs+].[Cs+].O, predict the reaction product. The product is: [Br:1][C:2]1[CH:3]=[C:4]2[C:8](=[CH:9][CH:10]=1)[C:7](=[O:11])[N:6]([CH2:13][C:14]1[CH:19]=[CH:18][C:17]([CH3:20])=[CH:16][CH:15]=1)[CH2:5]2. (2) Given the reactants [N:1]([CH2:4][CH2:5][CH2:6][CH2:7][CH2:8][C:9]([O:11][CH2:12][CH3:13])=[O:10])=[C:2]=[O:3].[NH2:14][CH2:15][CH2:16][CH2:17][CH2:18][C:19]([CH3:23])([CH3:22])[CH2:20][OH:21], predict the reaction product. The product is: [OH:21][CH2:20][C:19]([CH3:23])([CH3:22])[CH2:18][CH2:17][CH2:16][CH2:15][NH:14][C:2]([NH:1][CH2:4][CH2:5][CH2:6][CH2:7][CH2:8][C:9]([O:11][CH2:12][CH3:13])=[O:10])=[O:3]. (3) Given the reactants [CH3:1][N:2]1[C:10]2[C:5](=[CH:6][C:7]([C:11]([F:14])([F:13])[F:12])=[CH:8][CH:9]=2)[C:4]([NH2:15])=[N:3]1.[C:16]([OH:20])(=[O:19])[CH:17]=O, predict the reaction product. The product is: [CH3:1][N:2]1[C:10]2[C:5](=[CH:6][C:7]([C:11]([F:12])([F:13])[F:14])=[CH:8][CH:9]=2)[C:4]([NH:15][CH2:17][C:16]([OH:20])=[O:19])=[N:3]1. (4) Given the reactants [Li+].C[Si]([N-][Si](C)(C)C)(C)C.[CH3:11][CH2:12][C:13](=[O:17])/[CH:14]=[CH:15]/[CH3:16].Cl[Si:19]([CH2:24][CH3:25])([CH2:22][CH3:23])[CH2:20][CH3:21].C([O-])(O)=O.[Na+], predict the reaction product. The product is: [CH2:20]([Si:19]([CH2:24][CH3:25])([CH2:22][CH3:23])[O:17]/[C:13](/[CH:14]=[CH:15]/[CH3:16])=[CH:12]\[CH3:11])[CH3:21]. (5) The product is: [C:1]([O:5][C:6]([N:8]1[CH2:13][CH2:12][N:11]2[CH2:14][C@H:15]([CH2:18][O:19][CH2:27][CH2:28][CH2:29][N:30]3[CH2:35][CH2:34][CH2:33][CH2:32][CH2:31]3)[CH2:16][CH2:17][C@@H:10]2[CH2:9]1)=[O:7])([CH3:4])([CH3:3])[CH3:2]. Given the reactants [C:1]([O:5][C:6]([N:8]1[CH2:13][CH2:12][N:11]2[CH2:14][C@H:15]([CH2:18][OH:19])[CH2:16][CH2:17][C@@H:10]2[CH2:9]1)=[O:7])([CH3:4])([CH3:3])[CH3:2].CC(C)([O-])C.[K+].Cl[CH2:27][CH2:28][CH2:29][N:30]1[CH2:35][CH2:34][CH2:33][CH2:32][CH2:31]1, predict the reaction product.